From a dataset of Experimentally validated miRNA-target interactions with 360,000+ pairs, plus equal number of negative samples. Binary Classification. Given a miRNA mature sequence and a target amino acid sequence, predict their likelihood of interaction. (1) The miRNA is mmu-miR-344f-3p with sequence CUCUAGCCAGGACCUGACUAC. The protein sequence of the target gene is MNTSPGTVGSDPVILATAGYDHTVRFWQAHSGICTRTVQHQDSQVNALEVTPDRSMIAAAGYQHIRMYDLNSNNPNPIISYDGVNKNIASVGFHEDGRWMYTGGEDCTARIWDLRSRNLQCQRIFQVNAPINCVCLHPNQAELIVGDQSGAIHIWDLKTDHNEQLIPEPEVSITSAHIDPDASYMAAVNSTGNCYVWNLTGGIGDEVTQLIPKTKIPAHTRYALQCRFSPDSTLLATCSADQTCKIWRTSNFSLMTELSIKSGNPGESSRGWMWGCAFSGDSQYIVTASSDNLARLWCVE.... Result: 0 (no interaction). (2) The miRNA is hsa-miR-6131 with sequence GGCUGGUCAGAUGGGAGUG. The protein sequence of the target gene is MSEMAELSELYEESSDLQMDVMPGEGDLPQMEVGSGSRELSLRPSRSGAQQLEEEGPMEEEEAQPMAAPEGKRSLANGPNAGEQPGQVAGADFESEDEGEEFDDWEDDYDYPEEEQLSGAGYRVSAALEEADKMFLRTREPALDGGFQMHYEKTPFDQLAFIEELFSLMVVNRLTEELGCDEIIDRE. Result: 0 (no interaction). (3) The protein sequence of the target gene is MGTPNDQAVLQAIFNPDTPFGDIVGLDLGEEAEKEEREEDEVFPQAQLEQSKALELQGVMAAEAGDLSTALERFGQAICLLPERASAYNNRAQARRLQGDVAGALEDLERAVELSGGRGRAARQSFVQRGLLARLQGRDDDARRDFERAARLGSPFARRQLVLLNPYAALCNRMLADMMGQLRRPRDSR. Result: 0 (no interaction). The miRNA is mmu-miR-211-5p with sequence UUCCCUUUGUCAUCCUUUGCCU. (4) The miRNA is mmu-miR-539-5p with sequence GGAGAAAUUAUCCUUGGUGUGU. The protein sequence of the target gene is MAASPVLPTEDGEGFLGIDDLHFSLQAEQEDTQKKTFTCWINSQLAKHTPPSVVSDLFADIKKGHVLLDLLEVLSGQQLPRDKGSNTFQCRINIEHALTFLKNRSIKLINIHVADIVEGNPSIILGLIWTIILHFHIEKLAQTLSCDYNQPSPEVVSVAASSPTSSPPTKKCSKAQAQARWQWSAKKALLQWAQEQCARSESVNVTDFKSSWRNGMAFLAVIHALRPDLIDMDSMRHRSNKDNLKEAFRIAEHELKIPKLLEPEDVDVVNPDEKSIMTYVAQFLKYSKDAPGPGDSTQAK.... Result: 1 (interaction). (5) The miRNA is hsa-miR-3135b with sequence GGCUGGAGCGAGUGCAGUGGUG. The protein sequence of the target gene is MSSSRAQQMHAFSWIRNTLEEHPETSLPKQEVYDEYKSYCDNLGYHPLSAADFGKIMKNVFPNMKARRLGTRGKSKYCYSGLRKKAFVHMPTLPNLDFHKTGDGLEGAEPSGQLQNIDEEVISSACRLVCEWAQKVLSQPFDTVLELARFLVKSHYIGTKSMAALTVMAAAPAGMKGITQPSAFIPTAESNSFQPQVKTLPSPIDAKQQLQRKIQKKQQEQKLQSPLPGESAAKKSESATSNGVTNLPNGNPSILSPQPIGIVVAAVPSPIPVQRTRQLVTSPSPMSSSDGKVLPLNVQV.... Result: 1 (interaction). (6) The protein sequence of the target gene is MHTPPALPRRFQGGGRVRTPGSHRQGKDNLERDPSGGCVPDFLPQAQDSNHFIMESLFCESSGDSSLEKEFLGAPVGPSVSTPNSQHSSPSRSLSANSIKVEMYSDEESSRLLGPDERLLEKDDSVIVEDSLSEPLGYCDGSGPEPHSPGGIRLPNGKLKCDVCGMVCIGPNVLMVHKRSHTGERPFHCNQCGASFTQKGNLLRHIKLHSGEKPFKCPFCNYACRRRDALTGHLRTHSVSSPTVGKPYKCNYCGRSYKQQSTLEEHKERCHNYLQSLSTEAQALAGQPGDEIRDLEMVPD.... Result: 1 (interaction). The miRNA is hsa-miR-3192-3p with sequence CUCUGAUCGCCCUCUCAGCUC. (7) The miRNA is hsa-miR-4639-3p with sequence UCACUCUCACCUUGCUUUGC. The protein sequence of the target gene is MRSCLWRCRHLSQGVQWSLLLAVLVFFLFALPSFIKEPQTKPSRHQRTENIKERSLQSLAKPKSQAPTRARRTTIYAEPVPENNALNTQTQPKAHTTGDRGKEANQAPPEEQDKVPHTAQRAAWKSPEKEKTMVNTLSPRGQDAGMASGRTEAQSWKSQDTKTTQGNGGQTRKLTASRTVSEKHQGKAATTAKTLIPKSQHRMLAPTGAVSTRTRQKGVTTAVIPPKEKKPQATPPPAPFQSPTTQRNQRLKAANFKSEPRWDFEEKYSFEIGGLQTTCPDSVKIKASKSLWLQKLFLPN.... Result: 0 (no interaction).